From a dataset of HIV replication inhibition screening data with 41,000+ compounds from the AIDS Antiviral Screen. Binary Classification. Given a drug SMILES string, predict its activity (active/inactive) in a high-throughput screening assay against a specified biological target. (1) The molecule is CCOC(=O)c1nc(SC)sc1NC(=O)c1ccc(Cl)cc1. The result is 0 (inactive). (2) The compound is CC1(C)OC2OC3COP(=O)(N(CCCl)CCCl)OC3C2O1. The result is 0 (inactive).